From a dataset of Full USPTO retrosynthesis dataset with 1.9M reactions from patents (1976-2016). Predict the reactants needed to synthesize the given product. (1) Given the product [Br:1][C:2]1[CH:16]=[C:15](/[CH:17]=[CH:18]/[CH:19]([C:24]2[CH:25]=[C:26]([Cl:32])[C:27]([Cl:31])=[C:28]([Cl:30])[CH:29]=2)[C:20]([F:23])([F:21])[F:22])[CH:14]=[CH:13][C:3]=1[C:4]([NH:6][CH:7]1[CH2:12][CH2:11][N:10]([CH:35]2[CH2:36][O:33][CH2:34]2)[CH2:9][CH2:8]1)=[O:5], predict the reactants needed to synthesize it. The reactants are: [Br:1][C:2]1[CH:16]=[C:15](/[CH:17]=[CH:18]/[CH:19]([C:24]2[CH:29]=[C:28]([Cl:30])[C:27]([Cl:31])=[C:26]([Cl:32])[CH:25]=2)[C:20]([F:23])([F:22])[F:21])[CH:14]=[CH:13][C:3]=1[C:4]([NH:6][CH:7]1[CH2:12][CH2:11][NH:10][CH2:9][CH2:8]1)=[O:5].[O:33]1[CH2:36][C:35](=O)[CH2:34]1.CC(O)=O.[BH3-]C#N.[Na+]. (2) Given the product [CH:7]1[C:8]2[CH:9]=[CH:10][CH:11]=[C:2]([C:12]#[N:13])[C:3]=2[CH:4]=[CH:5][N:6]=1, predict the reactants needed to synthesize it. The reactants are: Br[C:2]1[CH:11]=[CH:10][CH:9]=[C:8]2[C:3]=1[CH:4]=[CH:5][N:6]=[CH:7]2.[CH3:12][N:13](C)C=O. (3) Given the product [CH3:12][O:11][C:8]1[CH:9]=[CH:10][C:5]([CH:3]2[CH2:2][N:13]3[CH:14]([CH2:15][CH2:16][CH2:17][CH2:18]3)[CH2:19]2)=[CH:6][CH:7]=1, predict the reactants needed to synthesize it. The reactants are: Br[CH2:2][C:3]([C:5]1[CH:10]=[CH:9][C:8]([O:11][CH3:12])=[CH:7][CH:6]=1)=O.[N:13]1[CH:18]=[CH:17][CH:16]=[CH:15][C:14]=1[CH3:19].C(=O)([O-])[O-].[K+].[K+].